This data is from Full USPTO retrosynthesis dataset with 1.9M reactions from patents (1976-2016). The task is: Predict the reactants needed to synthesize the given product. The reactants are: BrCCBr.Cl[Si](C)(C)C.I[CH:11]1[CH2:14][N:13]([C:15]([O:17][C:18]([CH3:21])([CH3:20])[CH3:19])=[O:16])[CH2:12]1.O1C=CC=C1P(C1OC=CC=1)C1OC=CC=1.[Br:38][C:39]1[CH:40]=[CH:41][C:42](I)=[C:43]([CH3:45])[CH:44]=1. Given the product [Br:38][C:39]1[CH:40]=[CH:41][C:42]([CH:11]2[CH2:14][N:13]([C:15]([O:17][C:18]([CH3:21])([CH3:20])[CH3:19])=[O:16])[CH2:12]2)=[C:43]([CH3:45])[CH:44]=1, predict the reactants needed to synthesize it.